The task is: Predict which catalyst facilitates the given reaction.. This data is from Catalyst prediction with 721,799 reactions and 888 catalyst types from USPTO. (1) Reactant: [Br:1][C:2]1[C:3](Cl)=[N:4][CH:5]=[C:6]([CH:10]=1)[C:7]([OH:9])=[O:8].[OH-].[K+].[CH:14]1([OH:18])[CH2:17][CH2:16][CH2:15]1.Cl. Product: [Br:1][C:2]1[C:3]([O:18][CH:14]2[CH2:17][CH2:16][CH2:15]2)=[N:4][CH:5]=[C:6]([CH:10]=1)[C:7]([OH:9])=[O:8]. The catalyst class is: 374. (2) Reactant: [CH3:1][C:2]1[CH:7]=[CH:6][N:5]=[CH:4][C:3]=1[N:8]1[CH2:12][CH2:11][NH:10][C:9]1=[O:13].Br[C:15]1[CH:20]=[CH:19][CH:18]=[C:17]([Cl:21])[C:16]=1[F:22].N[C@@H]1CCCC[C@H]1N.P([O-])([O-])([O-])=O.[K+].[K+].[K+]. Product: [Cl:21][C:17]1[C:16]([F:22])=[C:15]([N:10]2[CH2:11][CH2:12][N:8]([C:3]3[CH:4]=[N:5][CH:6]=[CH:7][C:2]=3[CH3:1])[C:9]2=[O:13])[CH:20]=[CH:19][CH:18]=1. The catalyst class is: 246. (3) Reactant: [CH2:1]([N:3]1[CH:7]=[C:6](/[CH:8]=[CH:9]\[C:10]2[C:11]([O:21][CH2:22][C:23]3[CH:48]=[CH:47][C:26]([O:27][CH2:28][C:29]4[N:30]=[C:31]([C:35]5[CH:40]=[CH:39][C:38]([CH2:41][C:42]([O:44]CC)=[O:43])=[CH:37][CH:36]=5)[O:32][C:33]=4[CH3:34])=[C:25]([O:49][CH3:50])[CH:24]=3)=[N:12][N:13]([C:15]3[CH:20]=[CH:19][CH:18]=[CH:17][CH:16]=3)[CH:14]=2)[CH:5]=[N:4]1)[CH3:2].[OH-].[Na+].O1CCCC1.Cl. Product: [CH2:1]([N:3]1[CH:7]=[C:6](/[CH:8]=[CH:9]\[C:10]2[C:11]([O:21][CH2:22][C:23]3[CH:48]=[CH:47][C:26]([O:27][CH2:28][C:29]4[N:30]=[C:31]([C:35]5[CH:40]=[CH:39][C:38]([CH2:41][C:42]([OH:44])=[O:43])=[CH:37][CH:36]=5)[O:32][C:33]=4[CH3:34])=[C:25]([O:49][CH3:50])[CH:24]=3)=[N:12][N:13]([C:15]3[CH:20]=[CH:19][CH:18]=[CH:17][CH:16]=3)[CH:14]=2)[CH:5]=[N:4]1)[CH3:2]. The catalyst class is: 8. (4) Reactant: [Cl:1][C:2]1[CH:3]=[C:4]([OH:9])[CH:5]=[C:6]([F:8])[CH:7]=1.CCN(CC)CC.[CH:17]([Si:20](Cl)([CH:24]([CH3:26])[CH3:25])[CH:21]([CH3:23])[CH3:22])([CH3:19])[CH3:18]. Product: [Cl:1][C:2]1[CH:3]=[C:4]([CH:5]=[C:6]([F:8])[CH:7]=1)[O:9][Si:20]([CH:24]([CH3:26])[CH3:25])([CH:21]([CH3:23])[CH3:22])[CH:17]([CH3:19])[CH3:18]. The catalyst class is: 1. (5) Reactant: Br[C:2]1[CH:3]=[C:4]([CH:6]=[C:7]([C:9]([F:12])([F:11])[F:10])[CH:8]=1)[NH2:5].[CH3:13][C:14]1[N:15]=[CH:16][NH:17][CH:18]=1.C(=O)([O-])[O-].[K+].[K+].OC1C=CC=C2C=1N=CC=C2. Product: [CH3:13][C:14]1[N:15]=[CH:16][N:17]([C:2]2[CH:3]=[C:4]([CH:6]=[C:7]([C:9]([F:12])([F:11])[F:10])[CH:8]=2)[NH2:5])[CH:18]=1. The catalyst class is: 205.